This data is from NCI-60 drug combinations with 297,098 pairs across 59 cell lines. The task is: Regression. Given two drug SMILES strings and cell line genomic features, predict the synergy score measuring deviation from expected non-interaction effect. (1) Drug 1: CC1CCC2CC(C(=CC=CC=CC(CC(C(=O)C(C(C(=CC(C(=O)CC(OC(=O)C3CCCCN3C(=O)C(=O)C1(O2)O)C(C)CC4CCC(C(C4)OC)OP(=O)(C)C)C)C)O)OC)C)C)C)OC. Drug 2: CCC1(C2=C(COC1=O)C(=O)N3CC4=CC5=C(C=CC(=C5CN(C)C)O)N=C4C3=C2)O. Cell line: HCT116. Synergy scores: CSS=44.3, Synergy_ZIP=3.72, Synergy_Bliss=1.33, Synergy_Loewe=1.06, Synergy_HSA=1.56. (2) Drug 1: CC1=C2C(C(=O)C3(C(CC4C(C3C(C(C2(C)C)(CC1OC(=O)C(C(C5=CC=CC=C5)NC(=O)OC(C)(C)C)O)O)OC(=O)C6=CC=CC=C6)(CO4)OC(=O)C)O)C)O. Drug 2: C1=CC=C(C=C1)NC(=O)CCCCCCC(=O)NO. Synergy scores: CSS=4.14, Synergy_ZIP=-1.43, Synergy_Bliss=7.76, Synergy_Loewe=4.89, Synergy_HSA=4.62. Cell line: HS 578T. (3) Drug 1: C1CCN(CC1)CCOC2=CC=C(C=C2)C(=O)C3=C(SC4=C3C=CC(=C4)O)C5=CC=C(C=C5)O. Drug 2: C1=NC2=C(N=C(N=C2N1C3C(C(C(O3)CO)O)F)Cl)N. Cell line: SK-OV-3. Synergy scores: CSS=29.2, Synergy_ZIP=4.51, Synergy_Bliss=3.33, Synergy_Loewe=-15.8, Synergy_HSA=-1.03. (4) Drug 1: CCC1=CC2CC(C3=C(CN(C2)C1)C4=CC=CC=C4N3)(C5=C(C=C6C(=C5)C78CCN9C7C(C=CC9)(C(C(C8N6C)(C(=O)OC)O)OC(=O)C)CC)OC)C(=O)OC.C(C(C(=O)O)O)(C(=O)O)O. Drug 2: C1CN(P(=O)(OC1)NCCCl)CCCl. Cell line: UO-31. Synergy scores: CSS=6.59, Synergy_ZIP=-1.51, Synergy_Bliss=-0.920, Synergy_Loewe=-0.727, Synergy_HSA=0.759.